This data is from Full USPTO retrosynthesis dataset with 1.9M reactions from patents (1976-2016). The task is: Predict the reactants needed to synthesize the given product. Given the product [Cl:13][C:14]1[C:22]([CH2:23][N:5]2[C:1](=[O:11])[C:2]3[C:3](=[CH:7][CH:8]=[CH:9][CH:10]=3)[C:4]2=[O:6])=[CH:21][C:17]2[O:18][CH2:19][O:20][C:16]=2[CH:15]=1, predict the reactants needed to synthesize it. The reactants are: [C:1]1(=[O:11])[NH:5][C:4](=[O:6])[C:3]2=[CH:7][CH:8]=[CH:9][CH:10]=[C:2]12.[K].[Cl:13][C:14]1[C:22]([CH2:23]Cl)=[CH:21][C:17]2[O:18][CH2:19][O:20][C:16]=2[CH:15]=1.